Dataset: Reaction yield outcomes from USPTO patents with 853,638 reactions. Task: Predict the reaction yield, written as a fraction of the theoretical maximum amount of product (1.0 means a 100% yield; for example, 0.34 means a 34% yield). The reactants are [C:1]([NH:9][C:10]1[C:11]([F:20])=[C:12]([CH:17]=[CH:18][CH:19]=1)[C:13]([O:15][CH3:16])=[O:14])(=[O:8])[C:2]1[CH:7]=[CH:6][CH:5]=[CH:4][CH:3]=1.[H-].[Na+].[CH2:23](I)[CH3:24].O. The catalyst is CN(C)C=O. The product is [CH2:23]([N:9]([C:10]1[C:11]([F:20])=[C:12]([CH:17]=[CH:18][CH:19]=1)[C:13]([O:15][CH3:16])=[O:14])[C:1](=[O:8])[C:2]1[CH:3]=[CH:4][CH:5]=[CH:6][CH:7]=1)[CH3:24]. The yield is 0.610.